From a dataset of Peptide-MHC class II binding affinity with 134,281 pairs from IEDB. Regression. Given a peptide amino acid sequence and an MHC pseudo amino acid sequence, predict their binding affinity value. This is MHC class II binding data. (1) The peptide sequence is KEADYSQIPISINYR. The MHC is DRB1_0901 with pseudo-sequence DRB1_0901. The binding affinity (normalized) is 0.290. (2) The peptide sequence is EGRRAKLRSAGEVEI. The MHC is HLA-DPA10103-DPB10401 with pseudo-sequence HLA-DPA10103-DPB10401. The binding affinity (normalized) is 0.0284. (3) The peptide sequence is AAFSKLPASTIDELK. The MHC is DRB1_0101 with pseudo-sequence DRB1_0101. The binding affinity (normalized) is 0.772. (4) The MHC is DRB1_0701 with pseudo-sequence DRB1_0701. The peptide sequence is NLPLQLGFSTGVNLV. The binding affinity (normalized) is 0.827.